Dataset: Forward reaction prediction with 1.9M reactions from USPTO patents (1976-2016). Task: Predict the product of the given reaction. (1) Given the reactants [C:1]1([C:7]([C:15]2[CH:20]=[CH:19][CH:18]=[CH:17][CH:16]=2)([CH:9]2[CH2:14][CH2:13][NH:12][CH2:11][CH2:10]2)[OH:8])[CH:6]=[CH:5][CH:4]=[CH:3][CH:2]=1.[CH3:21][C:22]([C:28]1[CH:33]=[CH:32][C:31]([C:34]#[C:35][CH2:36][CH2:37]OS(C)(=O)=O)=[CH:30][CH:29]=1)([CH3:27])[C:23]([O:25][CH3:26])=[O:24].C(=O)([O-])[O-].[K+].[K+], predict the reaction product. The product is: [OH:8][C:7]([C:15]1[CH:20]=[CH:19][CH:18]=[CH:17][CH:16]=1)([C:1]1[CH:2]=[CH:3][CH:4]=[CH:5][CH:6]=1)[CH:9]1[CH2:14][CH2:13][N:12]([CH2:37][CH2:36][C:35]#[C:34][C:31]2[CH:32]=[CH:33][C:28]([C:22]([CH3:21])([CH3:27])[C:23]([O:25][CH3:26])=[O:24])=[CH:29][CH:30]=2)[CH2:11][CH2:10]1. (2) Given the reactants [CH3:1][Mg]Br.CON(C)[C:7]([C:9]1[N:10]=[C:11]([CH3:18])[O:12][C:13]=1[C:14]([F:17])([F:16])[F:15])=[O:8], predict the reaction product. The product is: [CH3:18][C:11]1[O:12][C:13]([C:14]([F:15])([F:16])[F:17])=[C:9]([C:7](=[O:8])[CH3:1])[N:10]=1.